Dataset: Full USPTO retrosynthesis dataset with 1.9M reactions from patents (1976-2016). Task: Predict the reactants needed to synthesize the given product. (1) Given the product [Cl:42][CH2:43][CH2:44][O:45][C:6]([NH:3][C:35]1([CH3:41])[CH2:34][CH2:33][N:32]([C:30]([O:29][C:26]([CH3:25])([CH3:27])[CH3:28])=[O:31])[CH2:37][CH2:36]1)=[O:15], predict the reactants needed to synthesize it. The reactants are: CC[N:3]([CH2:6]C)CC.C1C=CC(P(N=[N+]=[N-])(C2C=CC=CC=2)=[O:15])=CC=1.[CH3:25][C:26]([O:29][C:30]([N:32]1[CH2:37][CH2:36][C:35]([CH3:41])(C(O)=O)[CH2:34][CH2:33]1)=[O:31])([CH3:28])[CH3:27].[Cl:42][CH2:43][CH2:44][OH:45]. (2) Given the product [C:1]([O:5][C:6](=[O:18])[NH:7][C:8]1[CH:13]=[CH:12][C:11]([C:38]2[S:39][CH:40]=[CH:41][CH:42]=2)=[CH:10][C:9]=1[N+:15]([O-:17])=[O:16])([CH3:4])([CH3:3])[CH3:2], predict the reactants needed to synthesize it. The reactants are: [C:1]([O:5][C:6](=[O:18])[NH:7][C:8]1[CH:13]=[CH:12][C:11](I)=[CH:10][C:9]=1[N+:15]([O-:17])=[O:16])([CH3:4])([CH3:3])[CH3:2].B1(B2OC(C)(C)C(C)(C)O2)OC(C)(C)C(C)(C)O1.I[C:38]1[S:39][CH:40]=[CH:41][CH:42]=1.